The task is: Predict the reactants needed to synthesize the given product.. This data is from Full USPTO retrosynthesis dataset with 1.9M reactions from patents (1976-2016). Given the product [O:4]1[CH2:5][CH2:6][N:1]([CH2:9][C:10]2[N:11]=[C:12]([NH2:15])[S:13][CH:14]=2)[CH2:2][CH2:3]1, predict the reactants needed to synthesize it. The reactants are: [NH:1]1[CH2:6][CH2:5][O:4][CH2:3][CH2:2]1.Cl.Cl[CH2:9][C:10]1[N:11]=[C:12]([NH2:15])[S:13][CH:14]=1.